From a dataset of Catalyst prediction with 721,799 reactions and 888 catalyst types from USPTO. Predict which catalyst facilitates the given reaction. Reactant: C([Li])CCC.CCCCCC.Br[C:13]1[CH:18]=[CH:17][CH:16]=[C:15]([CH3:19])[N:14]=1.CON(C)[C:23](=[O:33])[CH2:24][NH:25][C:26](=[O:32])[O:27][C:28]([CH3:31])([CH3:30])[CH3:29].[Cl-].[NH4+]. Product: [CH3:19][C:15]1[N:14]=[C:13]([C:23](=[O:33])[CH2:24][NH:25][C:26](=[O:32])[O:27][C:28]([CH3:29])([CH3:30])[CH3:31])[CH:18]=[CH:17][CH:16]=1. The catalyst class is: 54.